This data is from Reaction yield outcomes from USPTO patents with 853,638 reactions. The task is: Predict the reaction yield, written as a fraction of the theoretical maximum amount of product (1.0 means a 100% yield; for example, 0.34 means a 34% yield). (1) The reactants are C([O:5][C:6](=O)[C@@H:7]([O:9][C:10]1[CH:33]=[CH:32][C:13]2[C:14]3[N:18]([CH2:19][CH2:20][O:21][C:12]=2[CH:11]=1)[CH:17]=[C:16]([C:22]1[N:23]([CH2:27][C:28]([F:31])([F:30])[F:29])[N:24]=[CH:25][N:26]=1)[N:15]=3)[CH3:8])(C)(C)C.C(O)(C(F)(F)F)=O.C[N:43](C(ON1N=NC2C=CC=NC1=2)=[N+](C)C)C.F[P-](F)(F)(F)(F)F.[Cl-].[NH4+].C(N(CC)CC)C. The catalyst is C(Cl)Cl. The product is [F:29][C:28]([F:31])([F:30])[CH2:27][N:23]1[C:22]([C:16]2[N:15]=[C:14]3[C:13]4[CH:32]=[CH:33][C:10]([O:9][C@@H:7]([CH3:8])[C:6]([NH2:43])=[O:5])=[CH:11][C:12]=4[O:21][CH2:20][CH2:19][N:18]3[CH:17]=2)=[N:26][CH:25]=[N:24]1. The yield is 0.470. (2) The reactants are BrCCBr.C[Si](Cl)(C)C.[CH3:10][O:11][C:12](=[O:21])/[C:13](/I)=[CH:14]\[CH:15]1[CH2:19][CH2:18][CH2:17][CH2:16]1.C1(P(C2C=CC=CC=2)C2C=CC=CC=2)C=CC=CC=1.[F:41][C:42]1[CH:47]=[C:46](I)[CH:45]=[CH:44][C:43]=1[N:49]1[C:53]([CH3:54])=[N:52][N:51]=[N:50]1.[Cl-].[NH4+]. The catalyst is O1CCCC1.[Zn].C1C=CC(/C=C/C(/C=C/C2C=CC=CC=2)=O)=CC=1.C1C=CC(/C=C/C(/C=C/C2C=CC=CC=2)=O)=CC=1.[Pd]. The product is [CH3:10][O:11][C:12](=[O:21])/[C:13](/[C:46]1[CH:45]=[CH:44][C:43]([N:49]2[C:53]([CH3:54])=[N:52][N:51]=[N:50]2)=[C:42]([F:41])[CH:47]=1)=[CH:14]/[CH:15]1[CH2:19][CH2:18][CH2:17][CH2:16]1. The yield is 0.680. (3) The yield is 0.990. The reactants are Cl[CH2:2][C:3]([CH:5]1[CH2:9][CH2:8][CH2:7][N:6]1[C:10]([O:12][C:13]([CH3:16])([CH3:15])[CH3:14])=[O:11])=[O:4].[Na+].[I-:18].[O-][Mn](=O)(=O)=O.[K+]. The product is [I:18][CH2:2][C:3]([CH:5]1[CH2:9][CH2:8][CH2:7][N:6]1[C:10]([O:12][C:13]([CH3:16])([CH3:15])[CH3:14])=[O:11])=[O:4]. The catalyst is CC(C)=O. (4) The reactants are [CH2:1]([O:3][C:4]1[N:5]=[C:6]([CH3:26])[NH:7][C:8](=[O:25])[C:9]=1[CH2:10][C:11]1[CH:16]=[CH:15][C:14]([C:17]2[C:18]([C:23]#[N:24])=[CH:19][CH:20]=[CH:21][CH:22]=2)=[CH:13][CH:12]=1)[CH3:2].[O:27]1[C:31]2[CH:32]=[CH:33][C:34](B(O)O)=[CH:35][C:30]=2[CH2:29][CH2:28]1.C(N(CC)CC)C.N1C=CC=CC=1. The catalyst is O1CCCC1.C(OCC)(=O)C.C([O-])(=O)C.[Cu+2].C([O-])(=O)C. The product is [O:27]1[C:31]2[CH:32]=[CH:33][C:34]([N:7]3[C:8](=[O:25])[C:9]([CH2:10][C:11]4[CH:16]=[CH:15][C:14]([C:17]5[C:18]([C:23]#[N:24])=[CH:19][CH:20]=[CH:21][CH:22]=5)=[CH:13][CH:12]=4)=[C:4]([O:3][CH2:1][CH3:2])[N:5]=[C:6]3[CH3:26])=[CH:35][C:30]=2[CH2:29][CH2:28]1. The yield is 0.920.